From a dataset of Catalyst prediction with 721,799 reactions and 888 catalyst types from USPTO. Predict which catalyst facilitates the given reaction. (1) Reactant: CCN(C(C)C)C(C)C.[CH3:10][O:11][CH2:12][C@@H:13]([O:15][C:16]1[CH:17]=[C:18]([CH:22]=[C:23]([O:25][CH2:26][C:27]2[CH:32]=[CH:31][CH:30]=[CH:29][CH:28]=2)[CH:24]=1)[C:19]([OH:21])=O)[CH3:14].CN(C(ON1N=NC2C=CC=NC1=2)=[N+](C)C)C.F[P-](F)(F)(F)(F)F.[NH2:57][C:58]1[CH:62]=[CH:61][N:60]([C:63]([O:65][C:66]([CH3:69])([CH3:68])[CH3:67])=[O:64])[N:59]=1. Product: [CH3:14][C@H:13]([O:15][C:16]1[CH:17]=[C:18]([C:19]([NH:57][C:58]2[CH:62]=[CH:61][N:60]([C:63]([O:65][C:66]([CH3:69])([CH3:68])[CH3:67])=[O:64])[N:59]=2)=[O:21])[CH:22]=[C:23]([O:25][CH2:26][C:27]2[CH:32]=[CH:31][CH:30]=[CH:29][CH:28]=2)[CH:24]=1)[CH2:12][O:11][CH3:10]. The catalyst class is: 18. (2) The catalyst class is: 3. Product: [F:19][C:18]([F:21])([F:20])[C:16]([C:7]1[C:6]2[C:10](=[C:2]([F:1])[CH:3]=[CH:4][C:5]=2[O:11][C:12]([F:15])([F:13])[F:14])[NH:9][CH:8]=1)=[O:17]. Reactant: [F:1][C:2]1[CH:3]=[CH:4][C:5]([O:11][C:12]([F:15])([F:14])[F:13])=[C:6]2[C:10]=1[NH:9][CH:8]=[CH:7]2.[C:16](O[C:16]([C:18]([F:21])([F:20])[F:19])=[O:17])([C:18]([F:21])([F:20])[F:19])=[O:17].